This data is from Reaction yield outcomes from USPTO patents with 853,638 reactions. The task is: Predict the reaction yield, written as a fraction of the theoretical maximum amount of product (1.0 means a 100% yield; for example, 0.34 means a 34% yield). The reactants are [Cl:1][C:2]1[CH:7]=[CH:6][C:5]([C:8]([C:10]2[C:11]([CH2:26][C:27]([CH3:34])([CH3:33])[C:28]([O:30][CH2:31][CH3:32])=[O:29])=[C:12]([C:20](=[O:25])[C:21]([CH3:24])([CH3:23])[CH3:22])[N:13]3[C:18]=2[CH:17]=[CH:16][C:15]([OH:19])=[CH:14]3)=[O:9])=[CH:4][CH:3]=1.Cl.Cl[CH2:37][C:38]1[S:39][C:40]2[CH:46]=[CH:45][CH:44]=[CH:43][C:41]=2[N:42]=1.C(=O)([O-])[O-].[K+].[K+]. The catalyst is CN(C=O)C. The product is [S:39]1[C:40]2[CH:46]=[CH:45][CH:44]=[CH:43][C:41]=2[N:42]=[C:38]1[CH2:37][O:19][C:15]1[CH:16]=[CH:17][C:18]2[N:13]([C:12]([C:20](=[O:25])[C:21]([CH3:23])([CH3:24])[CH3:22])=[C:11]([CH2:26][C:27]([CH3:33])([CH3:34])[C:28]([O:30][CH2:31][CH3:32])=[O:29])[C:10]=2[C:8]([C:5]2[CH:4]=[CH:3][C:2]([Cl:1])=[CH:7][CH:6]=2)=[O:9])[CH:14]=1. The yield is 0.670.